Dataset: Full USPTO retrosynthesis dataset with 1.9M reactions from patents (1976-2016). Task: Predict the reactants needed to synthesize the given product. (1) Given the product [CH3:1][O:2][C:3]([C@@H:5]1[C@H:9]([CH3:10])[N:8]([C:30]([O:29][C:25]([CH3:28])([CH3:27])[CH3:26])=[O:31])[C@H:7]([C:11]([OH:13])=[O:12])[CH2:6]1)=[O:4], predict the reactants needed to synthesize it. The reactants are: [CH3:1][O:2][C:3]([C@@H:5]1[C@H:9]([CH3:10])[NH:8][C@H:7]([C:11]([O:13]C(C)(C)C)=[O:12])[CH2:6]1)=[O:4].C(N(CC)CC)C.[C:25]([O:29][C:30](O[C:30]([O:29][C:25]([CH3:28])([CH3:27])[CH3:26])=[O:31])=[O:31])([CH3:28])([CH3:27])[CH3:26]. (2) Given the product [C:1]1([CH3:24])[CH:2]=[CH:3][C:4]([C:7]2[N:8]=[C:9]3[C:14](=[CH:15][C:16]=2[C:17]2[CH:22]=[CH:21][C:20]([CH3:23])=[CH:19][CH:18]=2)[N:13]([CH2:26][CH2:27][CH2:28][CH2:29][CH2:30][CH2:31][C:32]([O:34][CH2:35][CH3:36])=[O:33])[CH2:12][CH2:11][CH2:10]3)=[CH:5][CH:6]=1, predict the reactants needed to synthesize it. The reactants are: [C:1]1([CH3:24])[CH:6]=[CH:5][C:4]([C:7]2[N:8]=[C:9]3[C:14](=[CH:15][C:16]=2[C:17]2[CH:22]=[CH:21][C:20]([CH3:23])=[CH:19][CH:18]=2)[NH:13][CH2:12][CH2:11][CH2:10]3)=[CH:3][CH:2]=1.O=[CH:26][CH2:27][CH2:28][CH2:29][CH2:30][CH2:31][C:32]([O:34][CH2:35][CH3:36])=[O:33].C(O[BH-](OC(=O)C)OC(=O)C)(=O)C.[Na+].CO.